From a dataset of Catalyst prediction with 721,799 reactions and 888 catalyst types from USPTO. Predict which catalyst facilitates the given reaction. (1) Reactant: [CH3:1][CH2:2][S:3][C:4]1[CH:9]=[CH:8][C:7]([F:10])=[C:6]([Cl:11])[CH:5]=1.ClC1C=CC=C(C(OO)=[O:20])C=1. Product: [Cl:11][C:6]1[CH:5]=[C:4]([S:3]([CH2:2][CH3:1])=[O:20])[CH:9]=[CH:8][C:7]=1[F:10]. The catalyst class is: 2. (2) Reactant: Br[CH2:2][C:3]([C:5]1[CH:10]=[CH:9][C:8]([I:11])=[CH:7][CH:6]=1)=[O:4].[C:12]1(=[O:22])[NH:16][C:15](=[O:17])[C:14]2=[CH:18][CH:19]=[CH:20][CH:21]=[C:13]12.[K]. Product: [I:11][C:8]1[CH:9]=[CH:10][C:5]([C:3](=[O:4])[CH2:2][N:16]2[C:12](=[O:22])[C:13]3[C:14](=[CH:18][CH:19]=[CH:20][CH:21]=3)[C:15]2=[O:17])=[CH:6][CH:7]=1. The catalyst class is: 3. (3) Reactant: [F:1][C:2]1[CH:7]=[CH:6][C:5]([O:8][C:9](=[O:32])[N:10]([C@:12]2([CH3:31])[C@@H:16]([C:17]3[CH:22]=[CH:21][C:20]([Cl:23])=[CH:19][CH:18]=3)[CH2:15][N:14](CC3C=CC=CC=3)[CH2:13]2)[CH3:11])=[CH:4][CH:3]=1.CCN(C(C)C)C(C)C.ClC(OC(Cl)C)=O. Product: [F:1][C:2]1[CH:7]=[CH:6][C:5]([O:8][C:9](=[O:32])[N:10]([C@:12]2([CH3:31])[C@@H:16]([C:17]3[CH:22]=[CH:21][C:20]([Cl:23])=[CH:19][CH:18]=3)[CH2:15][NH:14][CH2:13]2)[CH3:11])=[CH:4][CH:3]=1. The catalyst class is: 11. (4) Reactant: [F:1][C:2]([F:28])([F:27])[C:3]1[CH:4]=[C:5]([S:9]([CH:12]([CH:14]2[CH2:19][CH2:18][CH2:17][N:16]([C:20]([O:22][C:23]([CH3:26])([CH3:25])[CH3:24])=[O:21])[CH2:15]2)[CH3:13])(=[O:11])=[O:10])[CH:6]=[CH:7][CH:8]=1.[CH3:29][Si]([N-][Si](C)(C)C)(C)C.[Na+].CI. Product: [CH3:13][C:12]([CH:14]1[CH2:19][CH2:18][CH2:17][N:16]([C:20]([O:22][C:23]([CH3:24])([CH3:26])[CH3:25])=[O:21])[CH2:15]1)([S:9]([C:5]1[CH:6]=[CH:7][CH:8]=[C:3]([C:2]([F:1])([F:27])[F:28])[CH:4]=1)(=[O:10])=[O:11])[CH3:29]. The catalyst class is: 1. (5) Reactant: [F:1][C:2]([F:27])([F:26])[C:3]1[CH:25]=[CH:24][C:6]([CH2:7][O:8][N:9]=[C:10]([C:13]2[CH:18]=[CH:17][C:16]([NH:19][CH2:20][C:21]([OH:23])=O)=[CH:15][CH:14]=2)[CH2:11][CH3:12])=[CH:5][CH:4]=1.Cl.[O:29]1[CH2:34][CH2:33][CH:32]([CH2:35][NH2:36])[CH2:31][CH2:30]1.C1C=CC2N(O)N=NC=2C=1.CCN=C=NCCCN(C)C.Cl.C(N1CCOCC1)C. Product: [O:29]1[CH2:34][CH2:33][CH:32]([CH2:35][NH:36][C:21](=[O:23])[CH2:20][NH:19][C:16]2[CH:15]=[CH:14][C:13]([C:10](=[N:9][O:8][CH2:7][C:6]3[CH:5]=[CH:4][C:3]([C:2]([F:27])([F:1])[F:26])=[CH:25][CH:24]=3)[CH2:11][CH3:12])=[CH:18][CH:17]=2)[CH2:31][CH2:30]1. The catalyst class is: 3. (6) Reactant: [C:1]([S:4][C:5]1[N:6]=[CH:7][N:8]2[CH:12]=[CH:11][S:10][C:9]=12)(=O)[CH3:2].C[O-].[Na+].CO.C(Br)[C:19]1[CH:24]=[CH:23]C=[CH:21][CH:20]=1.[Cl-].[NH4+]. Product: [CH2:1]([S:4][C:5]1[N:6]=[CH:7][N:8]2[CH:12]=[CH:11][S:10][C:9]=12)[C:2]1[CH:23]=[CH:24][CH:19]=[CH:20][CH:21]=1. The catalyst class is: 5. (7) Reactant: [F:1][C:2]1[CH:7]=[C:6]([I:8])[CH:5]=[CH:4][C:3]=1[NH:9][C:10]1[CH:11]=[N:12][CH:13]=[CH:14][C:15]=1[C:16]1[N:20]=[C:19](C(OCC)=O)[O:18][N:17]=1.[OH-].[Li+]. Product: [F:1][C:2]1[CH:7]=[C:6]([I:8])[CH:5]=[CH:4][C:3]=1[NH:9][C:10]1[CH:11]=[N:12][CH:13]=[CH:14][C:15]=1[C:16]1[N:20]=[CH:19][O:18][N:17]=1. The catalyst class is: 20.